This data is from Forward reaction prediction with 1.9M reactions from USPTO patents (1976-2016). The task is: Predict the product of the given reaction. (1) The product is: [F:1][C:2]1[CH:3]=[CH:4][C:5]([CH:8]2[C:13]3=[N:14][NH:15][C:16](=[O:21])[C:17]4[CH:18]=[CH:19][CH:20]=[C:11]([C:12]=43)[NH:10][CH:9]2[C:22]2[CH:42]=[CH:41][C:25]([CH2:26][N:27]3[CH2:32][CH2:31][NH:30][CH:29]([CH3:40])[CH2:28]3)=[CH:24][CH:23]=2)=[CH:6][CH:7]=1. Given the reactants [F:1][C:2]1[CH:7]=[CH:6][C:5]([CH:8]2[C:13]3=[N:14][NH:15][C:16](=[O:21])[C:17]4[CH:18]=[CH:19][CH:20]=[C:11]([C:12]=43)[NH:10][CH:9]2[C:22]2[CH:42]=[CH:41][C:25]([CH2:26][N:27]3[CH2:32][CH2:31][N:30](C(OC(C)(C)C)=O)[CH:29]([CH3:40])[CH2:28]3)=[CH:24][CH:23]=2)=[CH:4][CH:3]=1, predict the reaction product. (2) Given the reactants C(OC(=O)[NH:7][C@H:8]([C:10]1[CH:15]=[CH:14][C:13]([F:16])=[CH:12][N:11]=1)[CH3:9])(C)(C)C.Cl.O1CCOCC1, predict the reaction product. The product is: [F:16][C:13]1[CH:14]=[CH:15][C:10]([C@@H:8]([NH2:7])[CH3:9])=[N:11][CH:12]=1. (3) Given the reactants C([N:8](CC1C=CC=CC=1)[C:9]1[CH:14]=[CH:13][C:12]([C:15]2([OH:19])[CH2:18][O:17][CH2:16]2)=[C:11]([F:20])[CH:10]=1)C1C=CC=CC=1, predict the reaction product. The product is: [NH2:8][C:9]1[CH:14]=[CH:13][C:12]([C:15]2([OH:19])[CH2:16][O:17][CH2:18]2)=[C:11]([F:20])[CH:10]=1. (4) Given the reactants [CH3:1][O:2][C:3]1[CH:8]=[C:7]([N+:9]([O-])=O)[CH:6]=[CH:5][C:4]=1[S:12]([CH2:14][CH2:15][O:16][CH2:17][CH2:18][O:19][CH2:20][CH2:21][O:22][CH3:23])=[O:13], predict the reaction product. The product is: [CH3:1][O:2][C:3]1[CH:8]=[C:7]([CH:6]=[CH:5][C:4]=1[S:12]([CH2:14][CH2:15][O:16][CH2:17][CH2:18][O:19][CH2:20][CH2:21][O:22][CH3:23])=[O:13])[NH2:9]. (5) Given the reactants Cl[C:2]1[N:7]=[C:6]([NH2:8])[CH:5]=[C:4]([C:9]2[CH:14]=[CH:13][C:12]([F:15])=[C:11]([Cl:16])[CH:10]=2)[N:3]=1.[CH3:17][N:18]1[CH2:23][CH2:22][N:21]([CH2:24][C:25]2[CH:31]=[CH:30][C:28]([NH2:29])=[CH:27][CH:26]=2)[CH2:20][CH2:19]1, predict the reaction product. The product is: [Cl:16][C:11]1[CH:10]=[C:9]([C:4]2[N:3]=[C:2]([NH:29][C:28]3[CH:27]=[CH:26][C:25]([CH2:24][N:21]4[CH2:20][CH2:19][N:18]([CH3:17])[CH2:23][CH2:22]4)=[CH:31][CH:30]=3)[N:7]=[C:6]([NH2:8])[CH:5]=2)[CH:14]=[CH:13][C:12]=1[F:15].